This data is from Full USPTO retrosynthesis dataset with 1.9M reactions from patents (1976-2016). The task is: Predict the reactants needed to synthesize the given product. (1) Given the product [CH:21]([C:2]1[CH:3]=[CH:4][C:5]2[CH2:11][CH2:10][CH2:9][CH2:8][N:7]([C:12]([O:14][C:15]([CH3:18])([CH3:17])[CH3:16])=[O:13])[C:6]=2[N:19]=1)=[CH2:22], predict the reactants needed to synthesize it. The reactants are: Cl[C:2]1[CH:3]=[CH:4][C:5]2[CH2:11][CH2:10][CH2:9][CH2:8][N:7]([C:12]([O:14][C:15]([CH3:18])([CH3:17])[CH3:16])=[O:13])[C:6]=2[N:19]=1.[B-](F)(F)(F)[CH:21]=[CH2:22].[K+].C(Cl)Cl.C([O-])([O-])=O.[Cs+].[Cs+]. (2) Given the product [CH2:9]([O:16][C:17]1[C:18]([C:27]([OH:32])=[O:28])=[CH:19][C:20]2[O:25][CH2:24][CH2:23][O:22][C:21]=2[CH:26]=1)[C:10]1[CH:11]=[CH:12][CH:13]=[CH:14][CH:15]=1, predict the reactants needed to synthesize it. The reactants are: O.O.P([O-])(O)(O)=O.[Na+].[CH2:9]([O:16][C:17]1[C:18]([CH:27]=[O:28])=[CH:19][C:20]2[O:25][CH2:24][CH2:23][O:22][C:21]=2[CH:26]=1)[C:10]1[CH:15]=[CH:14][CH:13]=[CH:12][CH:11]=1.OO.Cl([O-])=[O:32].[Na+].Cl. (3) Given the product [CH2:1]([O:3][C:4](=[O:9])[C:5](=[O:8])[CH:6]([Br:10])[CH3:7])[CH3:2], predict the reactants needed to synthesize it. The reactants are: [CH2:1]([O:3][C:4](=[O:9])[C:5](=[O:8])[CH2:6][CH3:7])[CH3:2].[Br:10]Br. (4) Given the product [Cl:1][CH2:2][C:3]([NH:19][CH2:15][CH2:16][CH2:17][CH3:18])=[CH:4][CH2:12][C:11]([O:14][CH2:20][CH3:21])=[O:13], predict the reactants needed to synthesize it. The reactants are: [Cl:1][CH2:2][C:3](=O)[CH2:4]C(OCC)=O.[C:11]([OH:14])(=[O:13])[CH3:12].[CH2:15]([NH2:19])[CH2:16][CH2:17][CH3:18].[C:20]1(C)C=CC=C[CH:21]=1. (5) Given the product [NH2:1][C:4]1[CH:5]=[C:6]([C:14]2[O:15][C:16]3[CH:22]=[CH:21][C:20]([C:23]4[CH:28]=[CH:27][C:26]([Cl:29])=[C:25]([CH3:30])[CH:24]=4)=[CH:19][C:17]=3[N:18]=2)[C:7]([NH:10][CH2:11][CH2:12][CH3:13])=[CH:8][CH:9]=1, predict the reactants needed to synthesize it. The reactants are: [N+:1]([C:4]1[CH:5]=[C:6]([C:14]2[O:15][C:16]3[CH:22]=[CH:21][C:20]([C:23]4[CH:28]=[CH:27][C:26]([Cl:29])=[C:25]([CH3:30])[CH:24]=4)=[CH:19][C:17]=3[N:18]=2)[C:7]([NH:10][CH2:11][CH2:12][CH3:13])=[CH:8][CH:9]=1)([O-])=O.